Dataset: Full USPTO retrosynthesis dataset with 1.9M reactions from patents (1976-2016). Task: Predict the reactants needed to synthesize the given product. Given the product [NH2:1][C:2]1[C:7]2[O:8][CH2:9][CH2:10][O:11][C:6]=2[C:5]([C:12]([O:14][CH2:15][CH:16]2[CH2:21][CH2:20][N:19]([CH2:22][CH2:23][NH:24][C:25]3[NH:26][C:27]4[C:28]([C:29](=[O:31])[N:30]=3)=[CH:38][CH:37]=[CH:36][CH:41]=4)[CH2:18][CH2:17]2)=[O:13])=[CH:4][C:3]=1[Cl:32], predict the reactants needed to synthesize it. The reactants are: [NH2:1][C:2]1[C:7]2[O:8][CH2:9][CH2:10][O:11][C:6]=2[C:5]([C:12]([O:14][CH2:15][CH:16]2[CH2:21][CH2:20][N:19]([CH2:22][CH2:23][NH:24][C:25]3[NH:26][CH:27]=[CH:28][C:29](=[O:31])[N:30]=3)[CH2:18][CH2:17]2)=[O:13])=[CH:4][C:3]=1[Cl:32].ClC1N=C(O)[C:41]2[C:36](=[CH:37][CH:38]=CC=2)N=1.[O-2].[Ca+2].